Dataset: Reaction yield outcomes from USPTO patents with 853,638 reactions. Task: Predict the reaction yield, written as a fraction of the theoretical maximum amount of product (1.0 means a 100% yield; for example, 0.34 means a 34% yield). The reactants are COC[O:4][C:5]1[CH:6]=[CH:7][C:8]2[C@@H:9]3[C@@H:17]([C@H:18]([CH2:22][CH2:23][CH2:24][CH2:25][O:26][CH2:27][CH2:28][O:29][CH2:30][CH2:31][O:32][CH2:33][C:34]([O:36]C(C)(C)C)=[O:35])[CH2:19][C:20]=2[CH:21]=1)[C@H:16]1[C@@:12]([CH3:45])([C@@H:13]([O:41]COC)[CH2:14][CH2:15]1)[CH2:11][CH2:10]3.Cl. The catalyst is C1COCC1. The product is [OH:4][C:5]1[CH:6]=[CH:7][C:8]2[C@@H:9]3[C@@H:17]([C@H:18]([CH2:22][CH2:23][CH2:24][CH2:25][O:26][CH2:27][CH2:28][O:29][CH2:30][CH2:31][O:32][CH2:33][C:34]([OH:36])=[O:35])[CH2:19][C:20]=2[CH:21]=1)[C@H:16]1[C@@:12]([CH3:45])([C@@H:13]([OH:41])[CH2:14][CH2:15]1)[CH2:11][CH2:10]3. The yield is 0.370.